Dataset: Forward reaction prediction with 1.9M reactions from USPTO patents (1976-2016). Task: Predict the product of the given reaction. (1) Given the reactants [C:1]([O:5][C:6]([N:8]1[CH2:13][CH2:12][CH:11]([O:14][C:15]2[C:24]3[C:19](=[CH:20][CH:21]=[C:22](I)[CH:23]=3)[N:18]=[CH:17][CH:16]=2)[CH2:10][CH2:9]1)=[O:7])([CH3:4])([CH3:3])[CH3:2].C(N(CC)CC)C.C([SiH](CCCCCC)CCCCCC)CCCCC.[C]=O.CN([CH:57]=[O:58])C, predict the reaction product. The product is: [C:1]([O:5][C:6]([N:8]1[CH2:13][CH2:12][CH:11]([O:14][C:15]2[C:24]3[C:19](=[CH:20][CH:21]=[C:22]([CH:57]=[O:58])[CH:23]=3)[N:18]=[CH:17][CH:16]=2)[CH2:10][CH2:9]1)=[O:7])([CH3:4])([CH3:3])[CH3:2]. (2) Given the reactants [CH3:1][C:2]([CH3:24])([CH3:23])[CH2:3][N:4]1[C:8]2[N:9]=[C:10]([C:13]#[N:14])[N:11]=[CH:12][C:7]=2[CH:6]=[C:5]1[CH2:15][N:16]1[C:20](=[O:21])[CH2:19][NH:18][C:17]1=[O:22].C([O-])([O-])=O.[K+].[K+].[Cl:31][C:32]1[CH:39]=[CH:38][C:35]([CH2:36]Cl)=[CH:34][CH:33]=1, predict the reaction product. The product is: [Cl:31][C:32]1[CH:39]=[CH:38][C:35]([CH2:36][N:18]2[CH2:19][C:20](=[O:21])[N:16]([CH2:15][C:5]3[N:4]([CH2:3][C:2]([CH3:24])([CH3:23])[CH3:1])[C:8]4[N:9]=[C:10]([C:13]#[N:14])[N:11]=[CH:12][C:7]=4[CH:6]=3)[C:17]2=[O:22])=[CH:34][CH:33]=1.